This data is from Forward reaction prediction with 1.9M reactions from USPTO patents (1976-2016). The task is: Predict the product of the given reaction. (1) Given the reactants [F:1][C:2]1[CH:10]=[CH:9][CH:8]=[C:7]2[C:3]=1[CH2:4][N:5]([C:11]([O:13][C@H:14]1[CH2:51][N:17]3[C:18](=[O:50])[C@@H:19]([NH:42][C:43]([O:45][C:46]([CH3:49])([CH3:48])[CH3:47])=[O:44])[CH2:20][CH2:21][O:22][CH2:23][CH2:24][CH:25]=[CH:26][C@@H:27]4[CH2:32][C@@:28]4([C:33](=[O:41])[NH:34][S:35]([CH:38]4[CH2:40][CH2:39]4)(=[O:37])=[O:36])[NH:29][C:30](=[O:31])[C@@H:16]3[CH2:15]1)=[O:12])[CH2:6]2.[H][H].O.S([O-])(O)(=O)=O.[K+], predict the reaction product. The product is: [F:1][C:2]1[CH:10]=[CH:9][CH:8]=[C:7]2[C:3]=1[CH2:4][N:5]([C:11]([O:13][C@H:14]1[CH2:51][N:17]3[C:18](=[O:50])[C@@H:19]([NH:42][C:43]([O:45][C:46]([CH3:47])([CH3:48])[CH3:49])=[O:44])[CH2:20][CH2:21][O:22][CH2:23][CH2:24][CH2:25][CH2:26][C@@H:27]4[CH2:32][C@@:28]4([C:33](=[O:41])[NH:34][S:35]([CH:38]4[CH2:40][CH2:39]4)(=[O:36])=[O:37])[NH:29][C:30](=[O:31])[C@@H:16]3[CH2:15]1)=[O:12])[CH2:6]2. (2) Given the reactants [F:1][CH:2]([F:24])[O:3][C:4]1[CH:5]=[C:6]([N:10]2[CH:15]=[CH:14][C:13](=[O:16])[C:12]([C:17](=O)/[CH:18]=[CH:19]/[N:20](C)C)=[N:11]2)[CH:7]=[CH:8][CH:9]=1.[N:25]1[C:34]2[C:29](=[C:30]([NH:35]N)[CH:31]=[CH:32][CH:33]=2)[CH:28]=[CH:27][CH:26]=1, predict the reaction product. The product is: [F:1][CH:2]([F:24])[O:3][C:4]1[CH:5]=[C:6]([N:10]2[CH:15]=[CH:14][C:13](=[O:16])[C:12]([C:17]3[N:35]([C:30]4[CH:31]=[CH:32][CH:33]=[C:34]5[C:29]=4[CH:28]=[CH:27][CH:26]=[N:25]5)[N:20]=[CH:19][CH:18]=3)=[N:11]2)[CH:7]=[CH:8][CH:9]=1.